Predict the reaction yield, written as a fraction of the theoretical maximum amount of product (1.0 means a 100% yield; for example, 0.34 means a 34% yield). From a dataset of Reaction yield outcomes from USPTO patents with 853,638 reactions. (1) The reactants are [CH3:1][C:2]([CH3:42])([CH3:41])[C:3](=[O:40])[CH2:4][O:5][C:6]1[CH:11]=[CH:10][C:9]([C:12]([C:17]2[CH:37]=[CH:36][C:20]([CH2:21][N:22]([CH2:30][CH2:31][S:32]([CH3:35])(=[O:34])=[O:33])C(=O)OC(C)(C)C)=[C:19]([CH3:38])[CH:18]=2)([CH2:15][CH3:16])[CH2:13][CH3:14])=[CH:8][C:7]=1[CH3:39].C(O)(C(F)(F)F)=O. The yield is 0.950. The product is [CH2:13]([C:12]([C:9]1[CH:10]=[CH:11][C:6]([O:5][CH2:4][C:3](=[O:40])[C:2]([CH3:1])([CH3:42])[CH3:41])=[C:7]([CH3:39])[CH:8]=1)([C:17]1[CH:37]=[CH:36][C:20]([CH2:21][NH:22][CH2:30][CH2:31][S:32]([CH3:35])(=[O:34])=[O:33])=[C:19]([CH3:38])[CH:18]=1)[CH2:15][CH3:16])[CH3:14]. The catalyst is C(Cl)Cl. (2) The yield is 0.850. The reactants are [CH:1]1([CH2:5][N:6]2[CH:14]=[C:13]3[C:8]([CH:9]=[C:10]([C:15]4[CH:16]=[C:17]([CH:25]5[CH2:30][CH2:29][NH:28][CH2:27][CH2:26]5)[N:18]5[C:23]=4[C:22]([NH2:24])=[N:21][CH:20]=[N:19]5)[CH:11]=[CH:12]3)=[N:7]2)[CH2:4][CH2:3][CH2:2]1.ClC[C:33]([N:35]([CH3:37])[CH3:36])=[O:34]. No catalyst specified. The product is [NH2:24][C:22]1[C:23]2=[C:15]([C:10]3[CH:11]=[CH:12][C:13]4[C:8]([CH:9]=3)=[N:7][N:6]([CH2:5][CH:1]3[CH2:2][CH2:3][CH2:4]3)[CH:14]=4)[CH:16]=[C:17]([CH:25]3[CH2:30][CH2:29][N:28]([C:33]([N:35]([CH3:37])[CH3:36])=[O:34])[CH2:27][CH2:26]3)[N:18]2[N:19]=[CH:20][N:21]=1. (3) The reactants are [CH2:1]([O:3][C:4](=[O:21])[C:5]1[CH:13]=[C:12]([C:14](=[O:20])[N:15]([CH3:19])[CH2:16][CH2:17][CH3:18])[CH:11]=[C:7]([C:8]([OH:10])=O)[CH:6]=1)[CH3:2].O[N:23]1[C:27]2C=CC=C[C:26]=2N=N1.C(N)C. The catalyst is CN(C=O)C.ClCCl. The product is [CH2:1]([O:3][C:4](=[O:21])[C:5]1[CH:13]=[C:12]([C:14](=[O:20])[N:15]([CH3:19])[CH2:16][CH2:17][CH3:18])[CH:11]=[C:7]([C:8](=[O:10])[NH:23][CH2:27][CH3:26])[CH:6]=1)[CH3:2]. The yield is 1.00. (4) The yield is 0.790. The reactants are [NH2:1][C:2]1[CH:10]=[CH:9][C:5]2[N:6]=[CH:7][S:8][C:4]=2[CH:3]=1.Cl[O:12][C:13]([CH3:16])(C)C.CC[C:19](OCC)=[S:20].C(N(CC)CC)C. The product is [CH3:19][S:20][CH:16]1[C:3]2[C:2](=[CH:10][CH:9]=[C:5]3[C:4]=2[S:8][CH:7]=[N:6]3)[NH:1][C:13]1=[O:12]. The catalyst is ClCCl.C1COCC1. (5) The reactants are [C:9](O[C:9]([O:11][C:12]([CH3:15])([CH3:14])[CH3:13])=[O:10])([O:11][C:12]([CH3:15])([CH3:14])[CH3:13])=[O:10].[OH:16][CH:17]1[CH2:21][CH2:20][NH:19][CH2:18]1. The catalyst is O1CCCC1.C(=O)([O-])[O-].[K+].[K+]. The product is [C:12]([O:11][C:9]([N:19]1[CH2:20][CH2:21][CH:17]([OH:16])[CH2:18]1)=[O:10])([CH3:13])([CH3:14])[CH3:15]. The yield is 0.990. (6) The reactants are [H-].[Na+].[S:3](Cl)([C:6]1[CH:12]=[CH:11][C:9]([CH3:10])=[CH:8][CH:7]=1)(=[O:5])=[O:4].[F:14][C:15]([F:26])([F:25])[C:16]1[CH:17]=[C:18]2[CH:24]=[CH:23][NH:22][C:19]2=[N:20][CH:21]=1. The catalyst is C1COCC1. The product is [F:26][C:15]([F:14])([F:25])[C:16]1[CH:17]=[C:18]2[CH:24]=[CH:23][N:22]([S:3]([C:6]3[CH:12]=[CH:11][C:9]([CH3:10])=[CH:8][CH:7]=3)(=[O:5])=[O:4])[C:19]2=[N:20][CH:21]=1. The yield is 0.920. (7) The reactants are [F:1][C:2]1[CH:7]=[CH:6][CH:5]=[C:4]([F:8])[C:3]=1[N:9]1[C:14]2[N:15]=[C:16](S(C)=O)[N:17]=[C:18]([C:19]3[CH:20]=[C:21]([CH:28]=[CH:29][C:30]=3[CH3:31])[C:22]([NH:24][CH:25]([CH3:27])[CH3:26])=[O:23])[C:13]=2[CH2:12][NH:11][C:10]1=[O:35].C(Cl)(Cl)Cl.[CH3:40][CH:41]1[CH2:46][CH2:45][N:44]([CH:47]2[CH2:52][CH2:51][NH:50][CH2:49][CH2:48]2)[CH2:43][CH2:42]1.C(N(CC)C(C)C)(C)C. The catalyst is C1COCC1. The product is [F:1][C:2]1[CH:7]=[CH:6][CH:5]=[C:4]([F:8])[C:3]=1[N:9]1[C:14]2[N:15]=[C:16]([N:50]3[CH2:51][CH2:52][CH:47]([N:44]4[CH2:45][CH2:46][CH:41]([CH3:40])[CH2:42][CH2:43]4)[CH2:48][CH2:49]3)[N:17]=[C:18]([C:19]3[CH:20]=[C:21]([CH:28]=[CH:29][C:30]=3[CH3:31])[C:22]([NH:24][CH:25]([CH3:27])[CH3:26])=[O:23])[C:13]=2[CH2:12][NH:11][C:10]1=[O:35]. The yield is 0.700. (8) The reactants are [CH:1]1([O:5][C:6]2[CH:15]=[C:14]([F:16])[C:13]([F:17])=[C:12]3[C:7]=2[CH:8]=[CH:9][C:10]([CH3:18])=[N:11]3)[CH2:4][CH2:3][CH2:2]1.[H][H]. The catalyst is CO. The yield is 0.330. The product is [CH:1]1([O:5][C:6]2[CH:15]=[C:14]([F:16])[C:13]([F:17])=[C:12]3[C:7]=2[CH2:8][CH2:9][C@H:10]([CH3:18])[NH:11]3)[CH2:2][CH2:3][CH2:4]1. (9) The reactants are [Mg].Br[C:3]1[S:4][CH:5]=[CH:6][C:7]=1[CH2:8][CH2:9][CH2:10][CH2:11][CH2:12][CH2:13][CH2:14][CH2:15][CH2:16][CH2:17][CH2:18][CH3:19].CN([CH:23]=[O:24])C.Cl. The catalyst is C1COCC1. The product is [CH2:8]([C:7]1[CH:6]=[CH:5][S:4][C:3]=1[CH:23]=[O:24])[CH2:9][CH2:10][CH2:11][CH2:12][CH2:13][CH2:14][CH2:15][CH2:16][CH2:17][CH2:18][CH3:19]. The yield is 0.550.